From a dataset of Forward reaction prediction with 1.9M reactions from USPTO patents (1976-2016). Predict the product of the given reaction. Given the reactants [CH3:1][O:2][C:3]1[N:8]=[C:7]([O:9][CH3:10])[N:6]=[C:5]([CH:11]2[C:19]3[C:14](=[C:15]([F:20])[CH:16]=[CH:17][CH:18]=3)[NH:13][C:12]2=[O:21])[N:4]=1.[CH3:22][C:23]1[CH:28]=[CH:27][C:26]([S:29](Cl)(=[O:31])=[O:30])=[CH:25][CH:24]=1.C(=O)([O-])[O-].[Na+].[Na+].CC(C)=O, predict the reaction product. The product is: [CH3:22][C:23]1[CH:28]=[CH:27][C:26]([S:29]([O:21][C:12]2[NH:13][C:14]3[C:19]([C:11]=2[C:5]2[N:4]=[C:3]([O:2][CH3:1])[N:8]=[C:7]([O:9][CH3:10])[N:6]=2)=[CH:18][CH:17]=[CH:16][C:15]=3[F:20])(=[O:31])=[O:30])=[CH:25][CH:24]=1.